Dataset: Forward reaction prediction with 1.9M reactions from USPTO patents (1976-2016). Task: Predict the product of the given reaction. (1) Given the reactants Br[C:2]1[CH:3]=[C:4]([N:22]([CH:24]([CH3:26])[CH3:25])[CH3:23])[C:5]([CH3:21])=[C:6]([CH:20]=1)[C:7]([NH:9][CH2:10][C:11]1[C:12](=[O:19])[NH:13][C:14]([CH3:18])=[CH:15][C:16]=1[CH3:17])=[O:8].[CH3:27][O:28][C:29]1[S:30][C:31]([Sn](CCCC)(CCCC)CCCC)=[CH:32][N:33]=1, predict the reaction product. The product is: [CH3:17][C:16]1[CH:15]=[C:14]([CH3:18])[NH:13][C:12](=[O:19])[C:11]=1[CH2:10][NH:9][C:7](=[O:8])[C:6]1[CH:20]=[C:2]([C:31]2[S:30][C:29]([O:28][CH3:27])=[N:33][CH:32]=2)[CH:3]=[C:4]([N:22]([CH:24]([CH3:26])[CH3:25])[CH3:23])[C:5]=1[CH3:21]. (2) The product is: [C:4]([O:3][C:1]([N:8]1[CH2:9][CH2:10][N:11]([C:15]2[CH:22]=[CH:21][C:20]([C:23]([F:26])([F:25])[F:24])=[CH:19][C:16]=2[C:17]#[N:18])[CH2:12][CH2:13]1)=[O:2])([CH3:7])([CH3:6])[CH3:5]. Given the reactants [C:1]([N:8]1[CH2:13][CH2:12][NH:11][CH2:10][CH2:9]1)([O:3][C:4]([CH3:7])([CH3:6])[CH3:5])=[O:2].Cl[C:15]1[CH:22]=[CH:21][C:20]([C:23]([F:26])([F:25])[F:24])=[CH:19][C:16]=1[C:17]#[N:18], predict the reaction product. (3) Given the reactants [C:1]([NH:4][NH:5][C:6]([O:8][C:9]([CH3:12])([CH3:11])[CH3:10])=[O:7])(=[NH:3])[CH3:2].Br[CH2:14][C:15]([C:17]1[CH:22]=[CH:21][CH:20]=[CH:19][C:18]=1[F:23])=O.C(N(CC)C(C)C)(C)C, predict the reaction product. The product is: [C:9]([O:8][C:6](=[O:7])[NH:5][N:4]1[CH:14]=[C:15]([C:17]2[CH:22]=[CH:21][CH:20]=[CH:19][C:18]=2[F:23])[N:3]=[C:1]1[CH3:2])([CH3:12])([CH3:11])[CH3:10].